The task is: Predict the reaction yield, written as a fraction of the theoretical maximum amount of product (1.0 means a 100% yield; for example, 0.34 means a 34% yield).. This data is from Reaction yield outcomes from USPTO patents with 853,638 reactions. (1) The reactants are [CH3:1][C:2]([CH3:32])([CH3:31])[CH2:3][N:4]1[C:8]2[N:9]=[C:10]([C:13]#[N:14])[N:11]=[CH:12][C:7]=2[CH:6]=[C:5]1[CH2:15][N:16]1[CH2:30][CH2:29][C:19]2([NH:23][C:22](=[O:24])[N:21]([CH2:25][CH2:26][CH3:27])[C:20]2=[O:28])[CH2:18][CH2:17]1.[H-].[Na+].[CH3:35]I. The catalyst is CN(C=O)C. The product is [CH3:32][C:2]([CH3:31])([CH3:1])[CH2:3][N:4]1[C:8]2[N:9]=[C:10]([C:13]#[N:14])[N:11]=[CH:12][C:7]=2[CH:6]=[C:5]1[CH2:15][N:16]1[CH2:17][CH2:18][C:19]2([N:23]([CH3:35])[C:22](=[O:24])[N:21]([CH2:25][CH2:26][CH3:27])[C:20]2=[O:28])[CH2:29][CH2:30]1. The yield is 0.340. (2) The reactants are [OH-].[Li+].[Br:3][C:4]1[CH:13]=[CH:12][C:7]([C:8]([O:10]C)=[O:9])=[CH:6][C:5]=1[O:14][CH:15]([CH3:17])[CH3:16].Cl. The catalyst is O.O1CCCC1. The product is [Br:3][C:4]1[CH:13]=[CH:12][C:7]([C:8]([OH:10])=[O:9])=[CH:6][C:5]=1[O:14][CH:15]([CH3:17])[CH3:16]. The yield is 0.850. (3) The reactants are [F:1][CH:2]1[CH:7]([NH:8][C:9]2[C:14]([NH:15][C:16](=O)[C@H:17]([OH:19])[CH3:18])=[CH:13][N:12]=[C:11]3[CH:21]=[CH:22][S:23][C:10]=23)[CH2:6][CH2:5][N:4]([C:24]([O:26][C:27]([CH3:30])([CH3:29])[CH3:28])=[O:25])[CH2:3]1. The catalyst is C(O)(=O)C. The product is [F:1][CH:2]1[CH:7]([N:8]2[C:9]3=[C:10]4[S:23][CH:22]=[CH:21][C:11]4=[N:12][CH:13]=[C:14]3[N:15]=[C:16]2[C@H:17]([OH:19])[CH3:18])[CH2:6][CH2:5][N:4]([C:24]([O:26][C:27]([CH3:30])([CH3:29])[CH3:28])=[O:25])[CH2:3]1. The yield is 0.100.